This data is from Forward reaction prediction with 1.9M reactions from USPTO patents (1976-2016). The task is: Predict the product of the given reaction. (1) Given the reactants [CH3:1][N:2]([C:4](=[Se:11])[C:5]1[CH:10]=[CH:9][CH:8]=[CH:7][CH:6]=1)[NH2:3].[CH3:12][NH:13][N:14]=[C:15]([C:19]([OH:21])=O)[C:16](O)=[O:17].[CH2:22](Cl)[CH2:23]Cl, predict the reaction product. The product is: [CH3:1][N:2]([C:4]([C:23]1[CH:22]=[CH:7][CH:6]=[CH:5][CH:10]=1)=[Se:11])[NH:3][C:16](=[O:17])[C:15](=[N:14][NH:13][CH3:12])[C:19]([NH:3][N:2]([CH3:1])[C:4]([C:5]1[CH:6]=[CH:7][CH:8]=[CH:9][CH:10]=1)=[Se:11])=[O:21]. (2) Given the reactants N[C:2]1[CH:18]=[C:17]([C:19]#[N:20])[CH:16]=[CH:15][C:3]=1[CH2:4][NH:5][C:6](=[O:14])[C:7]1[CH:12]=[CH:11][CH:10]=[C:9]([CH3:13])[CH:8]=1.[N:21]1C=CC=CC=1.O1CCOCC1.[C:33]1([CH2:39][C:40](Cl)=[O:41])[CH:38]=[CH:37][CH:36]=[CH:35][CH:34]=1, predict the reaction product. The product is: [C:19]([C:17]1[CH:16]=[CH:15][C:3]([CH:4]([NH:21][C:40](=[O:41])[CH2:39][C:33]2[CH:38]=[CH:37][CH:36]=[CH:35][CH:34]=2)[NH:5][C:6](=[O:14])[C:7]2[CH:12]=[CH:11][CH:10]=[C:9]([CH3:13])[CH:8]=2)=[CH:2][CH:18]=1)#[N:20].